This data is from Full USPTO retrosynthesis dataset with 1.9M reactions from patents (1976-2016). The task is: Predict the reactants needed to synthesize the given product. (1) Given the product [Cl:24][C:25]1[CH:30]=[C:29]([CH:9]([N:10]2[CH:14]=[C:13]([N+:15]([O-:17])=[O:16])[CH:12]=[N:11]2)[CH:18]2[CH2:19][CH2:20][O:21][CH2:22][CH2:23]2)[CH:28]=[CH:27][N:26]=1, predict the reactants needed to synthesize it. The reactants are: CSC1C=C([CH:9]([CH:18]2[CH2:23][CH2:22][O:21][CH2:20][CH2:19]2)[N:10]2[CH:14]=[C:13]([N+:15]([O-:17])=[O:16])[CH:12]=[N:11]2)C=CC=1.[Cl:24][C:25]1[CH:30]=[C:29]([Li])[CH:28]=[CH:27][N:26]=1.BrC1C=CN=C(Cl)C=1.[Li]CCCC. (2) Given the product [C:3]1([CH3:12])[CH:4]=[CH:9][CH:10]=[CH:11][CH:2]=1.[CH2:25]1[CH2:26][CH2:27][CH2:28][CH2:29][CH2:30]1, predict the reactants needed to synthesize it. The reactants are: O[C:2]1[CH:11]=[CH:10][C:9]2[C:4](=CC=CC=2)[C:3]=1[CH:12]=O.Br[CH2:25][CH:26]([CH2:25][CH2:26][CH2:27][CH2:28][CH2:29][CH3:30])[CH2:27][CH2:28][CH2:29][CH2:30]CCCC.C(=O)([O-])[O-].[K+].[K+]. (3) Given the product [Br:1][C:2]1[CH:3]=[CH:4][C:5]([Cl:11])=[C:6]([CH:10]=1)[CH2:7][C:28]1[CH:27]=[CH:26][C:25]2[O:20][CH2:21][CH2:22][O:23][C:24]=2[CH:29]=1, predict the reactants needed to synthesize it. The reactants are: [Br:1][C:2]1[C:3](OC)=[CH:4][C:5]([Cl:11])=[C:6]([CH:10]=1)[C:7](O)=O.C(Cl)(=O)C(Cl)=O.[O:20]1[C:25]2[CH:26]=[CH:27][CH:28]=[CH:29][C:24]=2[O:23][CH2:22][CH2:21]1.[Al+3].[Cl-].[Cl-].[Cl-].C([SiH](CC)CC)C.B(F)(F)F.CCOCC. (4) Given the product [Cl:9][C:5]1[C:6]([F:8])=[CH:7][C:2]([B:20]2[O:24][C:23]([CH3:26])([CH3:25])[C:22]([CH3:28])([CH3:27])[O:21]2)=[C:3]([F:10])[CH:4]=1, predict the reactants needed to synthesize it. The reactants are: Br[C:2]1[CH:7]=[C:6]([F:8])[C:5]([Cl:9])=[CH:4][C:3]=1[F:10].C([Mg]Br)(C)C.C(O[B:20]1[O:24][C:23]([CH3:26])([CH3:25])[C:22]([CH3:28])([CH3:27])[O:21]1)(C)C.[Cl-].[NH4+]. (5) Given the product [ClH:27].[NH2:8][C@@H:9]([CH2:13][CH2:14][CH2:15][CH2:16][NH:17][C:18]([O:20][CH2:21][CH2:22][CH2:23][C:24](=[O:1])[CH3:25])=[O:19])[C:10]([OH:12])=[O:11], predict the reactants needed to synthesize it. The reactants are: [OH:1]C(C(F)(F)F)=O.[NH2:8][C@@H:9]([CH2:13][CH2:14][CH2:15][CH2:16][NH:17][C:18]([O:20][CH2:21][CH2:22][CH2:23][CH:24]=[CH2:25])=[O:19])[C:10]([OH:12])=[O:11].O.[ClH:27].